From a dataset of Full USPTO retrosynthesis dataset with 1.9M reactions from patents (1976-2016). Predict the reactants needed to synthesize the given product. (1) Given the product [NH2:8][C:6]1[CH:7]=[C:2]([Cl:1])[C:3](=[O:12])[N:4]([CH3:11])[CH:5]=1, predict the reactants needed to synthesize it. The reactants are: [Cl:1][C:2]1[C:3](=[O:12])[N:4]([CH3:11])[CH:5]=[C:6]([N+:8]([O-])=O)[CH:7]=1.[NH4+].[Cl-]. (2) Given the product [Cl:1][C:2]1[CH:3]=[C:4]([NH2:11])[CH:5]=[C:6]2[C:10]=1[NH:9][CH:8]=[CH:7]2, predict the reactants needed to synthesize it. The reactants are: [Cl:1][C:2]1[CH:3]=[C:4]([N+:11]([O-])=O)[CH:5]=[C:6]2[C:10]=1[NH:9][CH:8]=[CH:7]2. (3) The reactants are: [CH:1]1([OH:5])[CH2:4][CH2:3][CH2:2]1.[H-].[Na+].[F:8][C:9]([F:37])([F:36])[C:10]1[CH:11]=[C:12]([CH:33]=[CH:34][CH:35]=1)[CH2:13][NH:14][C:15](=[O:32])[C:16]1[CH:21]=[CH:20][N:19]=[C:18]([C:22]2[CH:27]=[C:26](F)[CH:25]=[CH:24][C:23]=2[N+:29]([O-:31])=[O:30])[CH:17]=1. Given the product [CH:1]1([O:5][C:26]2[CH:25]=[CH:24][C:23]([N+:29]([O-:31])=[O:30])=[C:22]([C:18]3[CH:17]=[C:16]([CH:21]=[CH:20][N:19]=3)[C:15]([NH:14][CH2:13][C:12]3[CH:33]=[CH:34][CH:35]=[C:10]([C:9]([F:8])([F:36])[F:37])[CH:11]=3)=[O:32])[CH:27]=2)[CH2:4][CH2:3][CH2:2]1, predict the reactants needed to synthesize it. (4) Given the product [CH:12]12[CH2:13][CH:8]1[CH2:9][N:10]([C:14]([C:16]1[S:17][C:18]([C:28]3[CH:33]=[CH:32][C:31]([S:34]([NH:37][C:5](=[O:7])[CH3:6])(=[O:36])=[O:35])=[CH:30][CH:29]=3)=[C:19]([C:21]3[CH:22]=[CH:23][C:24]([Cl:27])=[CH:25][CH:26]=3)[N:20]=1)=[O:15])[CH2:11]2, predict the reactants needed to synthesize it. The reactants are: C(O[C:5](=[O:7])[CH3:6])(=O)C.[CH:8]12[CH2:13][CH:12]1[CH2:11][N:10]([C:14]([C:16]1[S:17][C:18]([C:28]3[CH:33]=[CH:32][C:31]([S:34]([NH2:37])(=[O:36])=[O:35])=[CH:30][CH:29]=3)=[C:19]([C:21]3[CH:26]=[CH:25][C:24]([Cl:27])=[CH:23][CH:22]=3)[N:20]=1)=[O:15])[CH2:9]2. (5) Given the product [O:39]=[C:38]1[N:11]2[C:2]([C:3]3[CH:4]=[C:5]([C:30]4[CH:35]=[CH:34][CH:33]=[CH:32][CH:31]=4)[C:6]([C:12]4[CH:17]=[CH:16][C:15]([C:18]5([NH:22][C:23](=[O:29])[O:24][C:25]([CH3:28])([CH3:27])[CH3:26])[CH2:21][CH2:20][CH2:19]5)=[CH:14][CH:13]=4)=[N:7][C:8]=3[CH:9]=[CH:10]2)=[N:37][NH:36]1, predict the reactants needed to synthesize it. The reactants are: Cl[C:2]1[N:11]=[CH:10][CH:9]=[C:8]2[C:3]=1[CH:4]=[C:5]([C:30]1[CH:35]=[CH:34][CH:33]=[CH:32][CH:31]=1)[C:6]([C:12]1[CH:17]=[CH:16][C:15]([C:18]3([NH:22][C:23](=[O:29])[O:24][C:25]([CH3:28])([CH3:27])[CH3:26])[CH2:21][CH2:20][CH2:19]3)=[CH:14][CH:13]=1)=[N:7]2.[NH:36]([C:38](OC)=[O:39])[NH2:37].Cl.[OH-].[K+]. (6) Given the product [F:16][C:14]1[CH:15]=[CH:2][CH:3]=[CH:4][C:5]=1[CH2:6][CH2:7][O:8][CH2:9][CH2:10][C:11]([OH:13])=[O:12], predict the reactants needed to synthesize it. The reactants are: F[C:2]1[CH:15]=[CH:14][C:5]([CH2:6][CH2:7][O:8][CH2:9][CH2:10][C:11]([OH:13])=[O:12])=[CH:4][CH:3]=1.[F:16]C1C=CC=CC=1CCO. (7) Given the product [CH:8]([C:2]1[S:1][C:5](/[CH:6]=[CH:29]/[C:30]([O:32][CH3:33])=[O:31])=[CH:4][CH:3]=1)=[O:9], predict the reactants needed to synthesize it. The reactants are: [S:1]1[C:5]([CH:6]=O)=[CH:4][CH:3]=[C:2]1[CH:8]=[O:9].C1(P(=[CH:29][C:30]([O:32][CH3:33])=[O:31])(C2C=CC=CC=2)C2C=CC=CC=2)C=CC=CC=1.